This data is from Peptide-MHC class II binding affinity with 134,281 pairs from IEDB. The task is: Regression. Given a peptide amino acid sequence and an MHC pseudo amino acid sequence, predict their binding affinity value. This is MHC class II binding data. The peptide sequence is YDKPLANVSTVLTGK. The MHC is DRB1_1101 with pseudo-sequence DRB1_1101. The binding affinity (normalized) is 0.444.